From a dataset of Catalyst prediction with 721,799 reactions and 888 catalyst types from USPTO. Predict which catalyst facilitates the given reaction. Reactant: [CH2:1]([CH:8]1[CH2:17][C:16]2[C:11](=[CH:12][CH:13]=[CH:14][CH:15]=2)[CH2:10][N:9]1[CH2:18][CH2:19][NH2:20])[C:2]1[CH:7]=[CH:6][CH:5]=[CH:4][CH:3]=1.[C:21]([C:23]1[CH:30]=[CH:29][C:26]([CH2:27]Br)=[CH:25][CH:24]=1)#[N:22].C(=O)([O-])[O-].[K+].[K+].O. Product: [C:21]([C:23]1[CH:30]=[CH:29][C:26]([CH2:27][NH:20][CH2:19][CH2:18][N:9]2[CH:8]([CH2:1][C:2]3[CH:3]=[CH:4][CH:5]=[CH:6][CH:7]=3)[CH2:17][C:16]3[C:11](=[CH:12][CH:13]=[CH:14][CH:15]=3)[CH2:10]2)=[CH:25][CH:24]=1)#[N:22]. The catalyst class is: 10.